From a dataset of Catalyst prediction with 721,799 reactions and 888 catalyst types from USPTO. Predict which catalyst facilitates the given reaction. (1) Reactant: [C:1]([O:5][C:6](=[O:23])[NH:7][C:8]1[CH:13]=[CH:12][C:11]([CH:14]=[CH:15][CH2:16][CH2:17][N:18]2[CH:22]=[CH:21][N:20]=[N:19]2)=[CH:10][CH:9]=1)([CH3:4])([CH3:3])[CH3:2].[H-].[Na+].Cl[CH2:27][C:28]1[N:29]=[C:30]([CH:33]=[CH:34][C:35]2[CH:40]=[CH:39][C:38]([S:41]([C:43]([F:46])([F:45])[F:44])=[O:42])=[CH:37][CH:36]=2)[O:31][CH:32]=1. Product: [C:1]([O:5][C:6](=[O:23])[N:7]([C:8]1[CH:13]=[CH:12][C:11]([CH:14]=[CH:15][CH2:16][CH2:17][N:18]2[CH:22]=[CH:21][N:20]=[N:19]2)=[CH:10][CH:9]=1)[CH2:27][C:28]1[N:29]=[C:30]([CH:33]=[CH:34][C:35]2[CH:36]=[CH:37][C:38]([S:41]([C:43]([F:46])([F:44])[F:45])=[O:42])=[CH:39][CH:40]=2)[O:31][CH:32]=1)([CH3:4])([CH3:2])[CH3:3]. The catalyst class is: 9. (2) Reactant: [CH:1]([C:3]1([C:7]([O:9][CH3:10])=[O:8])[CH2:6][CH2:5][CH2:4]1)=O.C(O)(=O)C.[F:15][C:16]([F:40])([F:39])[C:17]([N:19]([CH2:29][C:30]1([CH2:36][O:37][CH3:38])[CH2:35][CH2:34][NH:33][CH2:32][CH2:31]1)[C@@H:20]1[CH2:22][C@H:21]1[C:23]1[CH:28]=[CH:27][CH:26]=[CH:25][CH:24]=1)=[O:18].C(O[BH-](OC(=O)C)OC(=O)C)(=O)C.[Na+]. Product: [CH3:38][O:37][CH2:36][C:30]1([CH2:29][N:19]([C@@H:20]2[CH2:22][C@H:21]2[C:23]2[CH:28]=[CH:27][CH:26]=[CH:25][CH:24]=2)[C:17](=[O:18])[C:16]([F:40])([F:15])[F:39])[CH2:31][CH2:32][N:33]([CH2:1][C:3]2([C:7]([O:9][CH3:10])=[O:8])[CH2:6][CH2:5][CH2:4]2)[CH2:34][CH2:35]1. The catalyst class is: 2. (3) Reactant: [H-].[Na+].[Cl:3][C:4]1[C:9]([NH:10][S:11]([CH2:14][CH3:15])(=[O:13])=[O:12])=[CH:8][C:7]([C:16]2[CH:17]=[C:18]3[C:23](=[CH:24][CH:25]=2)[N:22]=[CH:21][N:20]=[C:19]3[N:26]2[CH2:31][CH2:30][O:29][CH2:28][CH2:27]2)=[CH:6][N:5]=1.[CH3:32]I. Product: [Cl:3][C:4]1[C:9]([N:10]([CH3:32])[S:11]([CH2:14][CH3:15])(=[O:12])=[O:13])=[CH:8][C:7]([C:16]2[CH:17]=[C:18]3[C:23](=[CH:24][CH:25]=2)[N:22]=[CH:21][N:20]=[C:19]3[N:26]2[CH2:31][CH2:30][O:29][CH2:28][CH2:27]2)=[CH:6][N:5]=1. The catalyst class is: 3. (4) Reactant: [NH2:1][C:2]1[CH:3]=[C:4]([CH:8]=[C:9]([Br:11])[CH:10]=1)[C:5]([OH:7])=O.[CH3:12][O:13][CH2:14][CH2:15][NH2:16].C(N(CC)CC)C.C(P1(=O)OP(CCC)(=O)OP(CCC)(=O)O1)CC.CCOC(C)=O. Product: [NH2:1][C:2]1[CH:3]=[C:4]([CH:8]=[C:9]([Br:11])[CH:10]=1)[C:5]([NH:16][CH2:15][CH2:14][O:13][CH3:12])=[O:7]. The catalyst class is: 2. (5) Reactant: Cl[C:2]1[N:7]=[C:6]([Cl:8])[N:5]=[CH:4][N:3]=1.[CH3:9][NH2:10]. Product: [Cl:8][C:6]1[N:5]=[CH:4][N:3]=[C:2]([NH:10][CH3:9])[N:7]=1. The catalyst class is: 20. (6) Reactant: [F:1][C:2]1[CH:3]=[C:4]([NH:9][C:10]([CH3:14])([CH3:13])[C:11]#N)[CH:5]=[CH:6][C:7]=1[OH:8].[N:15]([C:18]1[CH:25]=[CH:24][C:21]([C:22]#[N:23])=[C:20]([C:26]([F:29])([F:28])[F:27])[CH:19]=1)=[C:16]=[S:17].C[OH:31].Cl. Product: [F:1][C:2]1[CH:3]=[C:4]([N:9]2[C:10]([CH3:14])([CH3:13])[C:11](=[O:31])[N:15]([C:18]3[CH:25]=[CH:24][C:21]([C:22]#[N:23])=[C:20]([C:26]([F:27])([F:29])[F:28])[CH:19]=3)[C:16]2=[S:17])[CH:5]=[CH:6][C:7]=1[OH:8]. The catalyst class is: 395.